This data is from Full USPTO retrosynthesis dataset with 1.9M reactions from patents (1976-2016). The task is: Predict the reactants needed to synthesize the given product. (1) Given the product [Br:8][C:5]1[CH:4]=[N:3][C:2]([C:15]2[CH:14]=[CH:13][C:12]([O:11][C:10]([F:9])([F:25])[F:26])=[CH:17][CH:16]=2)=[N:7][CH:6]=1, predict the reactants needed to synthesize it. The reactants are: I[C:2]1[N:7]=[CH:6][C:5]([Br:8])=[CH:4][N:3]=1.[F:9][C:10]([F:26])([F:25])[O:11][C:12]1[CH:17]=[CH:16][C:15](C2C=CC(O)=CC=2)=[CH:14][CH:13]=1.C([O-])([O-])=O.[Na+].[Na+]. (2) Given the product [CH:31]([N:25]1[CH:26]=[CH:27][CH:28]=[C:23]([C:20]2[CH:21]=[CH:22][C:15]3[O:14][CH2:13][CH2:12][C:11]4[S:10][C:9]([C:8]5[N:4]([CH:1]([CH3:3])[CH3:2])[N:5]=[CH:6][N:7]=5)=[N:18][C:17]=4[C:16]=3[CH:19]=2)[C:24]1=[O:29])([CH3:33])[CH3:32], predict the reactants needed to synthesize it. The reactants are: [CH:1]([N:4]1[C:8]([C:9]2[S:10][C:11]3[CH2:12][CH2:13][O:14][C:15]4[CH:22]=[CH:21][C:20]([C:23]5[C:24](=[O:29])[NH:25][CH:26]=[CH:27][CH:28]=5)=[CH:19][C:16]=4[C:17]=3[N:18]=2)=[N:7][CH:6]=[N:5]1)([CH3:3])[CH3:2].I[CH:31]([CH3:33])[CH3:32].